Task: Predict the product of the given reaction.. Dataset: Forward reaction prediction with 1.9M reactions from USPTO patents (1976-2016) (1) The product is: [CH:1]12[CH2:7][CH:4]([CH:5]=[CH:6]1)[CH2:3][CH:2]2[NH:8][C:9](=[S:10])[NH:11][N:12]=[CH:21][C:19]1[S:20][C:16]([N+:13]([O-:15])=[O:14])=[CH:17][CH:18]=1. Given the reactants [CH:1]12[CH2:7][CH:4]([CH:5]=[CH:6]1)[CH2:3][CH:2]2[NH:8][C:9]([NH:11][NH2:12])=[S:10].[N+:13]([C:16]1[S:20][C:19]([CH:21]=O)=[CH:18][CH:17]=1)([O-:15])=[O:14], predict the reaction product. (2) Given the reactants [N+:1]([C:4]1[CH:12]=[CH:11][CH:10]=[C:9]2[C:5]=1[CH:6]=[N:7][NH:8]2)([O-:3])=[O:2].C(=O)([O-])[O-].[K+].[K+].Cl.[CH3:20][N:21]([CH3:25])[CH2:22][CH2:23]Cl, predict the reaction product. The product is: [CH3:20][N:21]([CH3:25])[CH2:22][CH2:23][N:8]1[C:9]2[C:5](=[C:4]([N+:1]([O-:3])=[O:2])[CH:12]=[CH:11][CH:10]=2)[CH:6]=[N:7]1. (3) The product is: [N:19]1[CH:18]=[CH:17][CH:22]=[CH:21][N:20]=1.[CH2:12]([CH:14]([C:17]1[C:18]2[N:19]([C:24]([C:3]3[O:4][CH:5]=[CH:6][C:2]=3[CH3:1])=[C:25]([CH3:27])[N:26]=2)[N:20]=[C:21]([CH3:23])[CH:22]=1)[CH2:15][CH3:16])[CH3:13]. Given the reactants [CH3:1][C:2]1[CH:6]=[CH:5][O:4][CH:3]=1.[Li]CCCC.[CH2:12]([CH:14]([C:17]1[C:18]2[N:19]([C:24](I)=[C:25]([CH3:27])[N:26]=2)[N:20]=[C:21]([CH3:23])[CH:22]=1)[CH2:15][CH3:16])[CH3:13].Cl, predict the reaction product.